Dataset: Reaction yield outcomes from USPTO patents with 853,638 reactions. Task: Predict the reaction yield, written as a fraction of the theoretical maximum amount of product (1.0 means a 100% yield; for example, 0.34 means a 34% yield). (1) The reactants are [CH2:1]([N:5]1[C:9](=[O:10])[C:8](Cl)=[C:7]([C:12]2[CH:17]=[CH:16][CH:15]=[C:14]([Cl:18])[CH:13]=2)[S:6]1(=[O:20])=[O:19])[CH2:2][CH2:3][CH3:4].[F:21][CH:22]([F:31])[O:23][C:24]1[CH:30]=[CH:29][C:27]([NH2:28])=[CH:26][CH:25]=1. The catalyst is CC#N. The product is [CH2:1]([N:5]1[C:9](=[O:10])[C:8]([NH:28][C:27]2[CH:29]=[CH:30][C:24]([O:23][CH:22]([F:21])[F:31])=[CH:25][CH:26]=2)=[C:7]([C:12]2[CH:17]=[CH:16][CH:15]=[C:14]([Cl:18])[CH:13]=2)[S:6]1(=[O:20])=[O:19])[CH2:2][CH2:3][CH3:4]. The yield is 0.729. (2) The reactants are [NH:1]1[CH2:5][C:4](=[O:6])[NH:3][CH2:2]1.[F:7][C:8]1[CH:9]=[C:10]([N+:15]([O-:17])=[O:16])[CH:11]=[CH:12][C:13]=1F.C(N(C(C)C)CC)(C)C. The catalyst is CN(C=O)C. The product is [F:7][C:8]1[CH:9]=[C:10]([N+:15]([O-:17])=[O:16])[CH:11]=[CH:12][C:13]=1[N:1]1[CH2:5][C:4](=[O:6])[NH:3][CH2:2]1. The yield is 0.785. (3) The product is [Cl:22][C:23]1[CH:28]=[CH:27][CH:26]=[C:25]([F:29])[C:24]=1[C:30]1[C:34]([C:35]([NH:1][CH:4]2[CH2:9][CH2:8][CH2:7][CH:6]([CH2:10][C:11]([O:13][CH2:20][CH3:21])=[O:12])[CH2:5]2)=[O:36])=[C:33]([CH3:38])[O:32][CH:39]=1. The catalyst is ClCCl.O=[Pt]=O.C(Cl)(Cl)Cl. The reactants are [N+:1]([C:4]1[CH:5]=[C:6]([CH2:10][C:11]([OH:13])=[O:12])[CH:7]=[CH:8][CH:9]=1)([O-])=O.Cl.C(N([CH2:20][CH3:21])CC)C.[Cl:22][C:23]1[CH:28]=[CH:27][CH:26]=[C:25]([F:29])[C:24]=1[C:30]1[C:34]([C:35](Cl)=[O:36])=[C:33]([CH3:38])[O:32]N=1.[CH2:39](O)C. The yield is 0.660.